Dataset: Reaction yield outcomes from USPTO patents with 853,638 reactions. Task: Predict the reaction yield, written as a fraction of the theoretical maximum amount of product (1.0 means a 100% yield; for example, 0.34 means a 34% yield). (1) The catalyst is [Zn].CO. The yield is 0.830. The reactants are [Cl:1][C:2]1[CH:7]=[C:6]([N+:8]([O-])=O)[C:5]([O:11][CH3:12])=[CH:4][C:3]=1[CH2:13][CH2:14][NH:15][C:16](=[O:24])[CH2:17][N:18]1[CH2:23][CH2:22][O:21][CH2:20][CH2:19]1.[NH4+].[Cl-]. The product is [NH2:8][C:6]1[C:5]([O:11][CH3:12])=[CH:4][C:3]([CH2:13][CH2:14][NH:15][C:16](=[O:24])[CH2:17][N:18]2[CH2:23][CH2:22][O:21][CH2:20][CH2:19]2)=[C:2]([Cl:1])[CH:7]=1. (2) The reactants are [CH3:1][O:2][CH2:3][CH:4]1[C@@H:6]([CH2:7][OH:8])[C:5]1([CH3:21])[C:9]1[CH:14]=[C:13]([CH:15]([CH3:17])[CH3:16])[CH:12]=[C:11]([CH:18]([CH3:20])[CH3:19])[CH:10]=1.[C:22]([SiH2]OC(C)(C)C1[C@H](CO)C1(C1C=C(C(C)C)C=C(C(C)C)C=1)C)(C)(C)C.C(I)C. No catalyst specified. The product is [CH2:1]([O:2][CH2:3][CH:4]1[C@H:6]([CH2:7][OH:8])[C:5]1([CH3:21])[C:9]1[CH:10]=[C:11]([CH:18]([CH3:20])[CH3:19])[CH:12]=[C:13]([CH:15]([CH3:16])[CH3:17])[CH:14]=1)[CH3:22]. The yield is 0.770. (3) The reactants are [F:1][C:2]1[CH:24]=[CH:23][CH:22]=[CH:21][C:3]=1[CH2:4][C:5]1[N:9]([CH2:10][C:11]2[CH:16]=[CH:15][C:14]([O:17][CH3:18])=[CH:13][CH:12]=2)[N:8]=[CH:7][C:6]=1[CH2:19][OH:20].S([O-])([O-])(=O)=O.[Mg+2]. The catalyst is ClCCl.[O-2].[O-2].[Mn+4]. The product is [F:1][C:2]1[CH:24]=[CH:23][CH:22]=[CH:21][C:3]=1[CH2:4][C:5]1[N:9]([CH2:10][C:11]2[CH:12]=[CH:13][C:14]([O:17][CH3:18])=[CH:15][CH:16]=2)[N:8]=[CH:7][C:6]=1[CH:19]=[O:20]. The yield is 0.980. (4) The reactants are [H-].[K+].[Cl:3][C:4]1[CH:5]=[C:6]([C:10]2([CH:17](C)[OH:18])[CH2:15][CH2:14][N:13]([CH3:16])[CH2:12][CH2:11]2)[CH:7]=[CH:8][CH:9]=1.[CH3:20]I.[K]. The catalyst is CCCCCC.O1CCCC1.CN(C)C=O.C(Cl)(Cl)Cl.O.CO. The product is [Cl:3][C:4]1[CH:5]=[C:6]([C:10]2([CH2:17][O:18][CH3:20])[CH2:15][CH2:14][N:13]([CH3:16])[CH2:12][CH2:11]2)[CH:7]=[CH:8][CH:9]=1. The yield is 0.880.